From a dataset of Full USPTO retrosynthesis dataset with 1.9M reactions from patents (1976-2016). Predict the reactants needed to synthesize the given product. (1) Given the product [Cl:1][C:2]1[CH:3]=[C:4]([C@@H:8]([OH:32])[CH2:9][NH:10][CH2:11][CH2:12][C:13]2[CH:18]=[CH:17][C:16]([S:19]([C:22]3[CH:27]=[CH:26][N:25]=[C:24]([C:28]([O-:30])=[O:29])[CH:23]=3)(=[O:20])=[O:21])=[CH:15][CH:14]=2)[CH:5]=[CH:6][CH:7]=1.[Na+:34], predict the reactants needed to synthesize it. The reactants are: [Cl:1][C:2]1[CH:3]=[C:4]([C@@H:8]([OH:32])[CH2:9][NH:10][CH2:11][CH2:12][C:13]2[CH:18]=[CH:17][C:16]([S:19]([C:22]3[CH:27]=[CH:26][N:25]=[C:24]([C:28]([O:30]C)=[O:29])[CH:23]=3)(=[O:21])=[O:20])=[CH:15][CH:14]=2)[CH:5]=[CH:6][CH:7]=1.[OH-].[Na+:34]. (2) Given the product [Cl:22][C:16]1[CH:17]=[C:18]([Cl:21])[CH:19]=[CH:20][C:15]=1[CH2:14][CH2:13][O:12][C:6]1[CH:5]=[C:4]([CH:9]=[CH:8][C:7]=1[NH:10][CH3:11])[C:3]([OH:23])=[O:2], predict the reactants needed to synthesize it. The reactants are: C[O:2][C:3](=[O:23])[C:4]1[CH:9]=[CH:8][C:7]([NH:10][CH3:11])=[C:6]([O:12][CH2:13][CH2:14][C:15]2[CH:20]=[CH:19][C:18]([Cl:21])=[CH:17][C:16]=2[Cl:22])[CH:5]=1.O.O.[OH-].[Li+].Cl. (3) Given the product [F:1][C:2]([F:32])([F:31])[C:3]1[CH:4]=[C:5]([C@H:13]2[O:17][C:16](=[O:18])[N:15]([CH2:19][C:20]3[CH:25]=[C:24]([N+:26]([O-:28])=[O:27])[CH:23]=[CH:22][C:21]=3[C:42]3[CH:43]=[C:44]([CH:47]([CH3:49])[CH3:48])[CH:45]=[CH:46][C:41]=3[Cl:40])[C@H:14]2[CH3:30])[CH:6]=[C:7]([C:9]([F:12])([F:11])[F:10])[CH:8]=1, predict the reactants needed to synthesize it. The reactants are: [F:1][C:2]([F:32])([F:31])[C:3]1[CH:4]=[C:5]([C@H:13]2[O:17][C:16](=[O:18])[N:15]([CH2:19][C:20]3[CH:25]=[C:24]([N+:26]([O-:28])=[O:27])[CH:23]=[CH:22][C:21]=3Br)[C@H:14]2[CH3:30])[CH:6]=[C:7]([C:9]([F:12])([F:11])[F:10])[CH:8]=1.C1(C)C=CC=CC=1.[Cl:40][C:41]1[CH:46]=[CH:45][C:44]([CH:47]([CH3:49])[CH3:48])=[CH:43][C:42]=1B(O)O.C(=O)([O-])[O-].[Na+].[Na+]. (4) Given the product [O:22]1[CH:23]=[CH:24][CH:25]=[C:21]1[C:19]([N:5]1[C:4]2[C:9](=[CH:10][CH:11]=[C:2]([C:33]3[CH:34]=[CH:35][C:30]([S:27]([CH3:26])(=[O:29])=[O:28])=[CH:31][CH:32]=3)[CH:3]=2)[NH:8][C@@H:7]([CH3:18])[CH2:6]1)=[O:20], predict the reactants needed to synthesize it. The reactants are: Br[C:2]1[CH:3]=[C:4]2[C:9](=[CH:10][CH:11]=1)[N:8](C(=O)C(F)(F)F)[C@@H:7]([CH3:18])[CH2:6][N:5]2[C:19]([C:21]1[O:22][CH:23]=[CH:24][CH:25]=1)=[O:20].[CH3:26][S:27]([C:30]1[CH:35]=[CH:34][C:33](B(O)O)=[CH:32][CH:31]=1)(=[O:29])=[O:28].C(=O)(O)[O-].[Na+].O.